The task is: Predict the reaction yield, written as a fraction of the theoretical maximum amount of product (1.0 means a 100% yield; for example, 0.34 means a 34% yield).. This data is from Reaction yield outcomes from USPTO patents with 853,638 reactions. (1) The reactants are [CH3:1][O:2][C:3]([CH:5]1[C:10]([CH3:12])([CH3:11])[S:9][CH2:8][CH2:7][N:6]1[S:13]([C:16]1[CH:21]=[CH:20][C:19]([OH:22])=[CH:18][CH:17]=1)(=[O:15])=[O:14])=[O:4].[CH2:23]([O:30][CH2:31][C:32]#[C:33][CH2:34]O)[C:24]1[CH:29]=[CH:28][CH:27]=[CH:26][CH:25]=1. No catalyst specified. The product is [CH2:23]([O:30][CH2:31][C:32]#[C:33][CH2:34][O:22][C:19]1[CH:18]=[CH:17][C:16]([S:13]([N:6]2[CH2:7][CH2:8][S:9][C:10]([CH3:12])([CH3:11])[CH:5]2[C:3]([O:2][CH3:1])=[O:4])(=[O:15])=[O:14])=[CH:21][CH:20]=1)[C:24]1[CH:29]=[CH:28][CH:27]=[CH:26][CH:25]=1. The yield is 0.420. (2) The reactants are C(OC([N:8]1[C:12]2[N:13]=[C:14]([C:18]3[CH:23]=[CH:22][CH:21]=[CH:20][CH:19]=3)[N:15]=[C:16](Cl)[C:11]=2[CH:10]=[C:9]1[CH2:24][O:25][C:26]1[CH:31]=[CH:30][CH:29]=[CH:28][CH:27]=1)=O)(C)(C)C.[C:32]([NH:35][CH2:36][CH2:37][NH2:38])(=[O:34])[CH3:33]. The catalyst is CS(C)=O. The yield is 0.930. The product is [O:25]([CH2:24][C:9]1[NH:8][C:12]2[N:13]=[C:14]([C:18]3[CH:19]=[CH:20][CH:21]=[CH:22][CH:23]=3)[N:15]=[C:16]([NH:38][CH2:37][CH2:36][NH:35][C:32](=[O:34])[CH3:33])[C:11]=2[CH:10]=1)[C:26]1[CH:31]=[CH:30][CH:29]=[CH:28][CH:27]=1. (3) The reactants are [CH:1]([S:4]([C:7]1[CH:8]=[C:9]2[C:13](=[C:14]([O:16][CH2:17][CH2:18][C:19]3[CH:24]=[CH:23][CH:22]=[CH:21][N:20]=3)[CH:15]=1)[N:12]([CH2:25][O:26][CH3:27])[N:11]=[C:10]2[NH2:28])(=[O:6])=[O:5])([CH3:3])[CH3:2].Cl[C:30]1[CH:35]=[N:34][CH:33]=[CH:32][N:31]=1.C(=O)([O-])[O-].[Cs+].[Cs+].CC1(C)C2C=CC=C(P(C3C=CC=CC=3)C3C=CC=CC=3)C=2OC2C1=CC=CC=2P(C1C=CC=CC=1)C1C=CC=CC=1. The catalyst is C(OCC)(=O)C.O1CCOCC1. The product is [CH:1]([S:4]([C:7]1[CH:8]=[C:9]2[C:13](=[C:14]([O:16][CH2:17][CH2:18][C:19]3[CH:24]=[CH:23][CH:22]=[CH:21][N:20]=3)[CH:15]=1)[N:12]([CH2:25][O:26][CH3:27])[N:11]=[C:10]2[NH:28][C:30]1[CH:35]=[N:34][CH:33]=[CH:32][N:31]=1)(=[O:6])=[O:5])([CH3:2])[CH3:3]. The yield is 0.660. (4) The reactants are [NH2:1][CH:2]([C:5]1[N:6]([C:16]2[CH:21]=[CH:20][CH:19]=[C:18]([F:22])[CH:17]=2)[C:7](=[O:15])[C:8]2[N:9]([CH:11]=[CH:12][C:13]=2[Cl:14])[CH:10]=1)[CH2:3][CH3:4].Cl[C:24]1[N:32]=[CH:31][N:30]=[C:29]2[C:25]=1[N:26]=[CH:27][NH:28]2. The catalyst is CCCCO. The product is [N:32]1[C:24]([NH:1][CH:2]([C:5]2[N:6]([C:16]3[CH:21]=[CH:20][CH:19]=[C:18]([F:22])[CH:17]=3)[C:7](=[O:15])[C:8]3[N:9]([CH:11]=[CH:12][C:13]=3[Cl:14])[CH:10]=2)[CH2:3][CH3:4])=[C:25]2[C:29]([NH:28][CH:27]=[N:26]2)=[N:30][CH:31]=1. The yield is 0.0820. (5) The reactants are [CH3:1][C@@H:2]1[C@H:6]([CH3:7])[N:5]([C:8]([O:10][C:11]([CH3:14])([CH3:13])[CH3:12])=[O:9])[C@H:4]([C:15]([O:17]CC)=[O:16])[CH2:3]1.CO.[OH-].[Li+].Cl. The catalyst is C1COCC1.O. The product is [C:11]([O:10][C:8]([N:5]1[C@@H:6]([CH3:7])[C@@H:2]([CH3:1])[CH2:3][C@H:4]1[C:15]([OH:17])=[O:16])=[O:9])([CH3:12])([CH3:14])[CH3:13]. The yield is 0.840. (6) The reactants are [C:1]1([P:7](=[O:10])([OH:9])[OH:8])[CH:6]=[CH:5][CH:4]=[CH:3][CH:2]=1.[O-2].[Zn+2:12]. The catalyst is O. The product is [C:1]1([P:7](=[O:8])([O-:10])[O-:9])[CH:6]=[CH:5][CH:4]=[CH:3][CH:2]=1.[Zn+2:12]. The yield is 0.980. (7) The reactants are [CH2:1]([N:3]([CH2:37][CH3:38])[CH2:4][CH2:5][CH2:6][NH:7][C:8]1[N:9]=[C:10]([C:27]2[CH:28]=[C:29]([CH:33]=[CH:34][C:35]=2[CH3:36])[C:30](O)=[O:31])[C:11]2[CH:17]=[CH:16][C:15](=[O:18])[N:14]([C:19]3[C:24]([F:25])=[CH:23][CH:22]=[CH:21][C:20]=3[F:26])[C:12]=2[N:13]=1)[CH3:2].CN(C(O[N:47]1N=N[C:49]2[CH:50]=[CH:51]C=C[C:48]1=2)=[N+](C)C)C.F[P-](F)(F)(F)(F)F.C(N)CCC. The catalyst is C(Cl)Cl. The product is [CH2:48]([NH:47][C:30](=[O:31])[C:29]1[CH:33]=[CH:34][C:35]([CH3:36])=[C:27]([C:10]2[C:11]3[CH:17]=[CH:16][C:15](=[O:18])[N:14]([C:19]4[C:24]([F:25])=[CH:23][CH:22]=[CH:21][C:20]=4[F:26])[C:12]=3[N:13]=[C:8]([NH:7][CH2:6][CH2:5][CH2:4][N:3]([CH2:37][CH3:38])[CH2:1][CH3:2])[N:9]=2)[CH:28]=1)[CH2:49][CH2:50][CH3:51]. The yield is 0.660.